From a dataset of Forward reaction prediction with 1.9M reactions from USPTO patents (1976-2016). Predict the product of the given reaction. (1) Given the reactants [Cl:1][C:2]1[CH:7]=[C:6]([Cl:8])[CH:5]=[CH:4][C:3]=1[C:9]1[N:10]=[C:11]([CH2:36][C:37]2[CH:42]=[CH:41][C:40]([C:43]3[CH:48]=[CH:47][C:46]([N:49]4[CH2:54][CH2:53][NH:52][C:51](=[O:55])[CH2:50]4)=[CH:45][CH:44]=3)=[CH:39][CH:38]=2)[N:12]([C:14]2[CH:19]=[CH:18][C:17]([N:20]3[CH2:24][C:23](=[O:25])[N:22](COCC[Si](C)(C)C)[S:21]3(=[O:35])=[O:34])=[CH:16][CH:15]=2)[CH:13]=1.I[CH2:57][CH3:58], predict the reaction product. The product is: [Cl:1][C:2]1[CH:7]=[C:6]([Cl:8])[CH:5]=[CH:4][C:3]=1[C:9]1[N:10]=[C:11]([CH2:36][C:37]2[CH:42]=[CH:41][C:40]([C:43]3[CH:48]=[CH:47][C:46]([N:49]4[CH2:54][CH2:53][N:52]([CH2:57][CH3:58])[C:51](=[O:55])[CH2:50]4)=[CH:45][CH:44]=3)=[CH:39][CH:38]=2)[N:12]([C:14]2[CH:19]=[CH:18][C:17]([N:20]3[CH2:24][C:23](=[O:25])[NH:22][S:21]3(=[O:34])=[O:35])=[CH:16][CH:15]=2)[CH:13]=1. (2) The product is: [CH2:1]([C:6]1[S:10][C:9]([C:11]([OH:13])=[O:12])=[N:8][C:7]=1[C:16]1[CH:21]=[CH:20][CH:19]=[CH:18][CH:17]=1)[CH2:2][CH2:3][CH2:4][CH3:5]. Given the reactants [CH2:1]([C:6]1[S:10][C:9]([C:11]([O:13]CC)=[O:12])=[N:8][C:7]=1[C:16]1[CH:21]=[CH:20][CH:19]=[CH:18][CH:17]=1)[CH2:2][CH2:3][CH2:4][CH3:5].[OH-].[K+].Cl, predict the reaction product. (3) Given the reactants [OH:1][C:2]1[CH:7]=[CH:6][C:5]([CH2:8][C:9]#[N:10])=[CH:4][CH:3]=1.Br[CH2:12][CH2:13][CH2:14][CH2:15][CH2:16][CH2:17][CH2:18][CH2:19][CH2:20][CH2:21][CH2:22][OH:23].C(=O)([O-])[O-].[K+].[K+].[I-].[K+], predict the reaction product. The product is: [OH:23][CH2:22][CH2:21][CH2:20][CH2:19][CH2:18][CH2:17][CH2:16][CH2:15][CH2:14][CH2:13][CH2:12][O:1][C:2]1[CH:7]=[CH:6][C:5]([CH2:8][C:9]#[N:10])=[CH:4][CH:3]=1. (4) Given the reactants [C:1]([C@@H:5]1[CH2:10][CH2:9][C@H:8]([C:11]2[CH:16]=[CH:15][C:14]([C@H:17]([C:28](=[O:44])[NH:29][C:30]3[CH:35]=[CH:34][C:33]([C:36]4[CH:41]=[CH:40][C:39]([Cl:42])=[CH:38][C:37]=4[CH3:43])=[CH:32][CH:31]=3)[CH2:18][C:19]3[CH:27]=[CH:26][C:22]([C:23]([OH:25])=O)=[CH:21][CH:20]=3)=[CH:13][CH:12]=2)[CH2:7][CH2:6]1)([CH3:4])([CH3:3])[CH3:2].C1C=CC2N(O)N=NC=2C=1.CCN=C=NCCCN(C)C.[NH2:66][CH2:67][CH2:68][S:69]([OH:72])(=[O:71])=[O:70].CCN(C(C)C)C(C)C.Cl, predict the reaction product. The product is: [C:1]([C@@H:5]1[CH2:10][CH2:9][C@H:8]([C:11]2[CH:12]=[CH:13][C:14]([C@H:17]([C:28](=[O:44])[NH:29][C:30]3[CH:35]=[CH:34][C:33]([C:36]4[CH:41]=[CH:40][C:39]([Cl:42])=[CH:38][C:37]=4[CH3:43])=[CH:32][CH:31]=3)[CH2:18][C:19]3[CH:27]=[CH:26][C:22]([C:23]([NH:66][CH2:67][CH2:68][S:69]([OH:72])(=[O:71])=[O:70])=[O:25])=[CH:21][CH:20]=3)=[CH:15][CH:16]=2)[CH2:7][CH2:6]1)([CH3:2])([CH3:4])[CH3:3]. (5) Given the reactants [OH:1][C:2]1[CH:7]=[CH:6][N:5]([CH2:8][CH2:9][CH:10]([CH3:12])[CH3:11])[C:4](=[O:13])[CH:3]=1.N1C=CC=CC=1.S(OC)(O[C:24](SC)([S:27][CH3:28])[S:25][CH3:26])(=O)=O, predict the reaction product. The product is: [CH3:26][S:25][C:24]([S:27][CH3:28])=[C:3]1[C:2](=[O:1])[CH:7]=[CH:6][N:5]([CH2:8][CH2:9][CH:10]([CH3:11])[CH3:12])[C:4]1=[O:13]. (6) Given the reactants [C:1]1([C:7]([C:15]2[CH:20]=[CH:19][CH:18]=[CH:17][CH:16]=2)=[CH:8][C:9]2[CH:14]=[CH:13][CH:12]=[CH:11][CH:10]=2)[CH:6]=[CH:5][CH:4]=[CH:3][CH:2]=1.[Br:21]Br, predict the reaction product. The product is: [Br:21][C:8]([C:9]1[CH:10]=[CH:11][CH:12]=[CH:13][CH:14]=1)=[C:7]([C:15]1[CH:16]=[CH:17][CH:18]=[CH:19][CH:20]=1)[C:1]1[CH:2]=[CH:3][CH:4]=[CH:5][CH:6]=1.